Dataset: Full USPTO retrosynthesis dataset with 1.9M reactions from patents (1976-2016). Task: Predict the reactants needed to synthesize the given product. (1) Given the product [CH2:1]([O:3][CH:4]1[C:9](=[O:10])[CH2:8][CH2:7][O:6][CH2:5]1)[CH3:2], predict the reactants needed to synthesize it. The reactants are: [CH2:1]([O:3][CH:4]1[C:9](OC)([O:10]C)[CH2:8][CH2:7][O:6][CH2:5]1)[CH3:2].Cl. (2) Given the product [CH3:1][C:2]1([CH3:10])[O:7][C:6](=[O:8])[C:5](=[C:12]([CH3:13])[CH3:11])[C:4](=[O:9])[O:3]1, predict the reactants needed to synthesize it. The reactants are: [CH3:1][C:2]1([CH3:10])[O:7][C:6](=[O:8])[CH2:5][C:4](=[O:9])[O:3]1.[CH2:11](OC1C=C(COC2C=C([C@@H](C)CC(O)=O)C=CC=2)C=CC=1C1C=C(OC)C=CC=1F)[CH2:12][CH2:13]C. (3) Given the product [CH:1]1([O:6][CH:7]([C:12]2[CH:13]=[N:14][C:15]([CH3:18])=[N:16][CH:17]=2)[CH2:8][NH2:9])[CH2:5][CH2:4][CH2:3][CH2:2]1, predict the reactants needed to synthesize it. The reactants are: [CH:1]1([O:6][CH:7]([C:12]2[CH:13]=[N:14][C:15]([CH3:18])=[N:16][CH:17]=2)[CH2:8][N+:9]([O-])=O)[CH2:5][CH2:4][CH2:3][CH2:2]1. (4) Given the product [CH3:24][O:23][C:21](=[O:22])[CH2:20][O:19][C:18]1[CH:17]=[CH:16][C:15]2[C:10](=[CH:11][CH:12]=[C:13]([CH2:25][NH:26][C:42]([C:37]3[CH:36]=[N:35][N:34]([C:28]4[CH:33]=[CH:32][CH:31]=[CH:30][CH:29]=4)[C:38]=3[CH2:39][CH2:40][CH3:41])=[O:43])[CH:14]=2)[C:9]=1[Br:8], predict the reactants needed to synthesize it. The reactants are: C(N(CC)CC)C.[Br:8][C:9]1[C:18]([O:19][CH2:20][C:21]([O:23][CH3:24])=[O:22])=[CH:17][CH:16]=[C:15]2[C:10]=1[CH:11]=[CH:12][C:13]([CH2:25][NH3+:26])=[CH:14]2.[Cl-].[C:28]1([N:34]2[C:38]([CH2:39][CH2:40][CH3:41])=[C:37]([C:42](Cl)=[O:43])[CH:36]=[N:35]2)[CH:33]=[CH:32][CH:31]=[CH:30][CH:29]=1. (5) Given the product [Br:28][CH2:3][CH2:4][CH2:5][N:6]1[C:15]2[C:10](=[CH:11][CH:12]=[CH:13][CH:14]=2)[CH2:9][CH2:8][C:7]1=[O:16], predict the reactants needed to synthesize it. The reactants are: BrC[CH2:3][CH2:4][CH2:5][N:6]1[CH2:15][CH2:14][C:13]2[C:8](=[CH:9][CH:10]=[CH:11][CH:12]=2)[C:7]1=[O:16].C1(=O)C2C(=CC=CC=2)CCN1.[Br:28]CCCCBr.